From a dataset of NCI-60 drug combinations with 297,098 pairs across 59 cell lines. Regression. Given two drug SMILES strings and cell line genomic features, predict the synergy score measuring deviation from expected non-interaction effect. (1) Drug 2: CC(C)CN1C=NC2=C1C3=CC=CC=C3N=C2N. Cell line: OVCAR3. Drug 1: COC1=NC(=NC2=C1N=CN2C3C(C(C(O3)CO)O)O)N. Synergy scores: CSS=-3.82, Synergy_ZIP=4.72, Synergy_Bliss=1.23, Synergy_Loewe=-7.36, Synergy_HSA=-5.10. (2) Drug 1: CCC1=CC2CC(C3=C(CN(C2)C1)C4=CC=CC=C4N3)(C5=C(C=C6C(=C5)C78CCN9C7C(C=CC9)(C(C(C8N6C)(C(=O)OC)O)OC(=O)C)CC)OC)C(=O)OC.C(C(C(=O)O)O)(C(=O)O)O. Drug 2: CC1C(C(CC(O1)OC2CC(OC(C2O)C)OC3=CC4=CC5=C(C(=O)C(C(C5)C(C(=O)C(C(C)O)O)OC)OC6CC(C(C(O6)C)O)OC7CC(C(C(O7)C)O)OC8CC(C(C(O8)C)O)(C)O)C(=C4C(=C3C)O)O)O)O. Cell line: SF-295. Synergy scores: CSS=35.1, Synergy_ZIP=-5.52, Synergy_Bliss=-1.14, Synergy_Loewe=-1.85, Synergy_HSA=-0.705. (3) Drug 1: CN1CCC(CC1)COC2=C(C=C3C(=C2)N=CN=C3NC4=C(C=C(C=C4)Br)F)OC. Drug 2: C1=NC2=C(N1)C(=S)N=C(N2)N. Cell line: HOP-62. Synergy scores: CSS=24.2, Synergy_ZIP=-3.84, Synergy_Bliss=-4.49, Synergy_Loewe=-10.8, Synergy_HSA=-4.08. (4) Drug 1: C1CCN(CC1)CCOC2=CC=C(C=C2)C(=O)C3=C(SC4=C3C=CC(=C4)O)C5=CC=C(C=C5)O. Drug 2: C1CN(P(=O)(OC1)NCCCl)CCCl. Cell line: SK-MEL-28. Synergy scores: CSS=-3.63, Synergy_ZIP=5.00, Synergy_Bliss=6.67, Synergy_Loewe=-2.81, Synergy_HSA=-1.68.